This data is from Reaction yield outcomes from USPTO patents with 853,638 reactions. The task is: Predict the reaction yield, written as a fraction of the theoretical maximum amount of product (1.0 means a 100% yield; for example, 0.34 means a 34% yield). The reactants are [CH2:1]([C:11]1[CH:17]=[CH:16][C:14]([NH2:15])=[CH:13][CH:12]=1)[CH2:2][CH2:3][CH2:4][CH2:5][CH2:6][CH2:7][CH2:8][CH2:9][CH3:10].[Br:18][C:19]1[CH:24]=[CH:23][CH:22]=[CH:21][C:20]=1I.CC(C)([O-])C.[Na+]. The catalyst is C1(C)C=CC=CC=1.C([O-])(=O)C.[Pd+2].C([O-])(=O)C.C1C=CC(P(C2C(OC3C(P(C4C=CC=CC=4)C4C=CC=CC=4)=CC=CC=3)=CC=CC=2)C2C=CC=CC=2)=CC=1. The product is [Br:18][C:19]1[CH:24]=[CH:23][CH:22]=[CH:21][C:20]=1[NH:15][C:14]1[CH:13]=[CH:12][C:11]([CH2:1][CH2:2][CH2:3][CH2:4][CH2:5][CH2:6][CH2:7][CH2:8][CH2:9][CH3:10])=[CH:17][CH:16]=1. The yield is 0.750.